The task is: Predict the product of the given reaction.. This data is from Forward reaction prediction with 1.9M reactions from USPTO patents (1976-2016). Given the reactants [Cl:1][C:2]1[CH:7]=[CH:6][C:5]([C:8]2[N:12]([C:13]3[CH:19]=[CH:18][CH:17]=[CH:16][C:14]=3[NH2:15])[N:11]=[C:10]([CH:20]3[CH2:25][C:24]([CH3:27])([CH3:26])[O:23][C:22]([CH3:29])([CH3:28])[CH2:21]3)[CH:9]=2)=[CH:4][CH:3]=1.[CH:30](=O)[CH3:31].C([BH3-])#N.[Na+].C([O-])(O)=O.[Na+], predict the reaction product. The product is: [Cl:1][C:2]1[CH:7]=[CH:6][C:5]([C:8]2[N:12]([C:13]3[CH:19]=[CH:18][CH:17]=[CH:16][C:14]=3[NH:15][CH2:30][CH3:31])[N:11]=[C:10]([CH:20]3[CH2:25][C:24]([CH3:27])([CH3:26])[O:23][C:22]([CH3:29])([CH3:28])[CH2:21]3)[CH:9]=2)=[CH:4][CH:3]=1.